The task is: Predict the reactants needed to synthesize the given product.. This data is from Full USPTO retrosynthesis dataset with 1.9M reactions from patents (1976-2016). Given the product [C:4]([O:3][C:1]([NH:8][CH:9]1[CH2:13][CH2:12][N:11]([C:19]([O:20][CH2:21][C:22]2[CH:23]=[C:24]([Cl:29])[CH:25]=[C:26]([Cl:28])[CH:27]=2)=[O:30])[CH2:10]1)=[O:2])([CH3:7])([CH3:6])[CH3:5], predict the reactants needed to synthesize it. The reactants are: [C:1]([NH:8][CH:9]1[CH2:13][CH2:12][NH:11][CH2:10]1)([O:3][C:4]([CH3:7])([CH3:6])[CH3:5])=[O:2].C(=O)(O)[O-].[Na+].[C:19](Cl)(=[O:30])[O:20][CH2:21][C:22]1[CH:27]=[C:26]([Cl:28])[CH:25]=[C:24]([Cl:29])[CH:23]=1.